This data is from Peptide-MHC class I binding affinity with 185,985 pairs from IEDB/IMGT. The task is: Regression. Given a peptide amino acid sequence and an MHC pseudo amino acid sequence, predict their binding affinity value. This is MHC class I binding data. The MHC is HLA-B07:02 with pseudo-sequence HLA-B07:02. The peptide sequence is LPNPAFIHI. The binding affinity (normalized) is 0.140.